This data is from NCI-60 drug combinations with 297,098 pairs across 59 cell lines. The task is: Regression. Given two drug SMILES strings and cell line genomic features, predict the synergy score measuring deviation from expected non-interaction effect. (1) Drug 1: C1=NC2=C(N=C(N=C2N1C3C(C(C(O3)CO)O)O)F)N. Drug 2: C1C(C(OC1N2C=NC3=C2NC=NCC3O)CO)O. Cell line: NCI/ADR-RES. Synergy scores: CSS=33.1, Synergy_ZIP=-10.9, Synergy_Bliss=-9.97, Synergy_Loewe=-12.0, Synergy_HSA=-9.30. (2) Drug 1: CCC1=CC2CC(C3=C(CN(C2)C1)C4=CC=CC=C4N3)(C5=C(C=C6C(=C5)C78CCN9C7C(C=CC9)(C(C(C8N6C)(C(=O)OC)O)OC(=O)C)CC)OC)C(=O)OC.C(C(C(=O)O)O)(C(=O)O)O. Drug 2: CN(C)N=NC1=C(NC=N1)C(=O)N. Cell line: K-562. Synergy scores: CSS=70.4, Synergy_ZIP=-2.26, Synergy_Bliss=0.801, Synergy_Loewe=-31.4, Synergy_HSA=3.34.